Predict which catalyst facilitates the given reaction. From a dataset of Catalyst prediction with 721,799 reactions and 888 catalyst types from USPTO. (1) Reactant: [Br:1][C:2]1[CH:3]=[CH:4][N:5]2[C:9]([CH:10]=1)=[C:8]([C:11]([OH:13])=O)[C:7]([CH2:14][C:15]1[CH:20]=[CH:19][CH:18]=[C:17]([F:21])[C:16]=1[CH3:22])=[C:6]2[C:23]1[CH:28]=[CH:27][CH:26]=[CH:25][CH:24]=1.[C:29]([O:33][C:34]([N:36]1[CH2:41][CH2:40][NH:39][CH2:38][CH2:37]1)=[O:35])([CH3:32])([CH3:31])[CH3:30].Cl.C(N=C=NCCCN(C)C)C.ON1C2C=CC=CC=2N=N1.CN1CCOCC1. Product: [C:29]([O:33][C:34]([N:36]1[CH2:41][CH2:40][N:39]([C:11]([C:8]2[C:7]([CH2:14][C:15]3[CH:20]=[CH:19][CH:18]=[C:17]([F:21])[C:16]=3[CH3:22])=[C:6]([C:23]3[CH:28]=[CH:27][CH:26]=[CH:25][CH:24]=3)[N:5]3[C:9]=2[CH:10]=[C:2]([Br:1])[CH:3]=[CH:4]3)=[O:13])[CH2:38][CH2:37]1)=[O:35])([CH3:32])([CH3:30])[CH3:31]. The catalyst class is: 3. (2) Reactant: [Si:1]([O:18][CH2:19][C:20]1[CH:29]=[CH:28][C:23]2[NH:24][C:25](=[O:27])[O:26][C:22]=2[CH:21]=1)([C:14]([CH3:17])([CH3:16])[CH3:15])([C:8]1[CH:13]=[CH:12][CH:11]=[CH:10][CH:9]=1)[C:2]1[CH:7]=[CH:6][CH:5]=[CH:4][CH:3]=1.C(=O)([O-])[O-].[K+].[K+].Br[CH2:37][CH2:38][OH:39].C(Cl)Cl. Product: [Si:1]([O:18][CH2:19][C:20]1[CH:29]=[CH:28][C:23]2[N:24]([CH2:37][CH2:38][OH:39])[C:25](=[O:27])[O:26][C:22]=2[CH:21]=1)([C:14]([CH3:17])([CH3:15])[CH3:16])([C:8]1[CH:9]=[CH:10][CH:11]=[CH:12][CH:13]=1)[C:2]1[CH:7]=[CH:6][CH:5]=[CH:4][CH:3]=1. The catalyst class is: 215. (3) Reactant: [OH:1][C:2]([CH:15]1[CH2:19][CH2:18][N:17](C(OC(C)(C)C)=O)[CH2:16]1)([C:9]1[CH:14]=[CH:13][CH:12]=[CH:11][CH:10]=1)[CH2:3][CH2:4][CH2:5][CH2:6][O:7][CH3:8].Cl.C([O-])([O-])=O.[K+].[K+].C(=O)=O. Product: [CH3:8][O:7][CH2:6][CH2:5][CH2:4][CH2:3][C:2]([C:9]1[CH:14]=[CH:13][CH:12]=[CH:11][CH:10]=1)([CH:15]1[CH2:19][CH2:18][NH:17][CH2:16]1)[OH:1]. The catalyst class is: 23. (4) Reactant: [Cl:1][C:2]1[CH:10]=[C:9]2[C:5]([CH:6]([C:12]3[CH:17]=[CH:16][C:15]([Cl:18])=[CH:14][CH:13]=3)[C:7](=[O:11])[NH:8]2)=[CH:4][CH:3]=1.[CH2:19](Br)[C:20]1[CH:25]=[CH:24][CH:23]=[CH:22][CH:21]=1.[I-].[K+].C(=O)([O-])[O-].[K+].[K+]. Product: [CH2:19]([C:6]1([C:12]2[CH:17]=[CH:16][C:15]([Cl:18])=[CH:14][CH:13]=2)[C:5]2[C:9](=[CH:10][C:2]([Cl:1])=[CH:3][CH:4]=2)[NH:8][C:7]1=[O:11])[C:20]1[CH:25]=[CH:24][CH:23]=[CH:22][CH:21]=1. The catalyst class is: 372. (5) Reactant: [CH:1]1[C:10]2[CH:9]=[CH:8][CH:7]=[C:6]([NH2:11])[C:5]=2[CH:4]=[CH:3][N:2]=1.O=[C:13]1[CH2:17][CH2:16][N:15](C(OC(C)(C)C)=O)[CH2:14]1.[BH-](OC(C)=O)(OC(C)=O)OC(C)=O.[Na+]. Product: [NH:15]1[CH2:16][CH2:17][CH:13]([NH:11][C:6]2[C:5]3[CH:4]=[CH:3][N:2]=[CH:1][C:10]=3[CH:9]=[CH:8][CH:7]=2)[CH2:14]1. The catalyst class is: 52. (6) Reactant: [F:1][C:2]1[CH:3]=[C:4]2[C:8](=[CH:9][CH:10]=1)[NH:7][C:6](=[O:11])[CH2:5]2.C[Si]([N-][Si](C)(C)C)(C)C.[Li+].[CH:22]([C:24]1[N:29]=[C:28]2[CH2:30][O:31][C:32](=O)[C:27]2=[CH:26][CH:25]=1)=[CH2:23].Cl. Product: [F:1][C:2]1[CH:3]=[C:4]2[C:8](=[CH:9][CH:10]=1)[NH:7][C:6](=[O:11])[C:5]2=[C:32]1[C:27]2[C:28](=[N:29][C:24]([CH:22]=[CH2:23])=[CH:25][CH:26]=2)[CH2:30][O:31]1. The catalyst class is: 1. (7) Reactant: [Cl:1][C:2]1[CH:7]=[CH:6][C:5]([CH:8](O)[C:9]2[C:10]([C:16]([O:18][CH2:19][CH3:20])=[O:17])=[N:11][N:12]([CH3:15])[C:13]=2[CH3:14])=[CH:4][CH:3]=1.[CH3:22][C:23]1[C:27]2[CH:28]=[C:29]([NH2:32])[CH:30]=[CH:31][C:26]=2[O:25][N:24]=1. Product: [Cl:1][C:2]1[CH:7]=[CH:6][C:5]([CH:8]([NH:32][C:29]2[CH:30]=[CH:31][C:26]3[O:25][N:24]=[C:23]([CH3:22])[C:27]=3[CH:28]=2)[C:9]2[C:10]([C:16]([O:18][CH2:19][CH3:20])=[O:17])=[N:11][N:12]([CH3:15])[C:13]=2[CH3:14])=[CH:4][CH:3]=1. The catalyst class is: 61. (8) Reactant: [Br:1][C:2]1[CH:3]=[C:4]([C:8]([OH:10])=[O:9])[O:5][C:6]=1Br.[OH-].[NH4+].Cl. Product: [Br:1][C:2]1[CH:3]=[C:4]([C:8]([OH:10])=[O:9])[O:5][CH:6]=1. The catalyst class is: 739.